This data is from Forward reaction prediction with 1.9M reactions from USPTO patents (1976-2016). The task is: Predict the product of the given reaction. (1) Given the reactants [CH3:1][S:2][C:3]1[NH:4][C:5](=O)[CH:6]=[C:7]([C:9]([OH:11])=[O:10])[N:8]=1.[Cl-:13].[CH3:14]O, predict the reaction product. The product is: [CH3:14][O:11][C:9]([C:7]1[CH:6]=[C:5]([Cl:13])[N:4]=[C:3]([S:2][CH3:1])[N:8]=1)=[O:10]. (2) Given the reactants O=[C:2]1[CH2:7][CH2:6][CH:5]([N:8]2[C:16](=[O:17])[C:15]3[C:10](=[CH:11][CH:12]=[CH:13][CH:14]=3)[C:9]2=[O:18])[CH2:4][CH2:3]1.[CH2:19]([N:26]1[CH2:31][CH2:30][NH:29][CH2:28][CH2:27]1)[C:20]1[CH:25]=[CH:24][CH:23]=[CH:22][CH:21]=1.CC(O)=O.C(O[BH-](OC(=O)C)OC(=O)C)(=O)C.[Na+], predict the reaction product. The product is: [CH2:19]([N:26]1[CH2:31][CH2:30][N:29]([CH:2]2[CH2:7][CH2:6][CH:5]([N:8]3[C:16](=[O:17])[C:15]4[C:10](=[CH:11][CH:12]=[CH:13][CH:14]=4)[C:9]3=[O:18])[CH2:4][CH2:3]2)[CH2:28][CH2:27]1)[C:20]1[CH:21]=[CH:22][CH:23]=[CH:24][CH:25]=1. (3) Given the reactants [Br:1][C:2]1[CH:3]=[C:4]([CH:8]=[C:9]([S:11]([F:16])([F:15])([F:14])([F:13])[F:12])[CH:10]=1)[C:5](O)=[O:6].Cl.[CH3:18][NH:19][O:20][CH3:21].CCN(C(C)C)C(C)C, predict the reaction product. The product is: [Br:1][C:2]1[CH:3]=[C:4]([CH:8]=[C:9]([S:11]([F:16])([F:15])([F:14])([F:13])[F:12])[CH:10]=1)[C:5]([N:19]([O:20][CH3:21])[CH3:18])=[O:6]. (4) Given the reactants C[O:2][C:3](=[O:32])[CH2:4][S:5][CH2:6][C:7]1[CH:12]=[CH:11][CH:10]=[C:9]([S:13]([N:16]2[CH2:21][CH2:20][N:19]([C:22]3[CH:27]=[CH:26][C:25]([C:28]([F:31])([F:30])[F:29])=[CH:24][CH:23]=3)[CH2:18][CH2:17]2)(=[O:15])=[O:14])[CH:8]=1.BrCC1C=C(S(N2CCN(C3C=CC(C(F)(F)F)=CC=3)CC2)(=O)=O)C=CC=1.COC(=O)CS.CCN(CC)CC, predict the reaction product. The product is: [F:30][C:28]([F:29])([F:31])[C:25]1[CH:26]=[CH:27][C:22]([N:19]2[CH2:18][CH2:17][N:16]([S:13]([C:9]3[CH:8]=[C:7]([CH:12]=[CH:11][CH:10]=3)[CH2:6][S:5][CH2:4][C:3]([OH:32])=[O:2])(=[O:15])=[O:14])[CH2:21][CH2:20]2)=[CH:23][CH:24]=1. (5) Given the reactants Cl[C:2]1[N:7]=[C:6]([NH:8][C:9]2[CH:20]=[CH:19][CH:18]=[CH:17][C:10]=2[C:11]([NH:13][CH:14]([CH3:16])[CH3:15])=[O:12])[C:5]([F:21])=[CH:4][N:3]=1.[NH2:22][C:23]1[CH:24]=[C:25]([N:29]2[CH2:34][C@@H:33]([CH3:35])[N:32](C(=O)C(F)(F)F)[CH2:31][C:30]2=[O:42])[CH:26]=[CH:27][CH:28]=1, predict the reaction product. The product is: [F:21][C:5]1[C:6]([NH:8][C:9]2[CH:20]=[CH:19][CH:18]=[CH:17][C:10]=2[C:11]([NH:13][CH:14]([CH3:16])[CH3:15])=[O:12])=[N:7][C:2]([NH:22][C:23]2[CH:28]=[CH:27][CH:26]=[C:25]([N:29]3[CH2:34][C@@H:33]([CH3:35])[NH:32][CH2:31][C:30]3=[O:42])[CH:24]=2)=[N:3][CH:4]=1. (6) Given the reactants [C:1]([N:4]1[CH2:12][CH2:11][CH:7]([C:8](Cl)=[O:9])[CH2:6][CH2:5]1)(=[O:3])[CH3:2].[C:13]1([OH:19])[CH:18]=[CH:17][CH:16]=[CH:15][CH:14]=1.CCN(CC)CC, predict the reaction product. The product is: [C:1]([N:4]1[CH2:12][CH2:11][CH:7]([C:8]([O:19][C:13]2[CH:18]=[CH:17][CH:16]=[CH:15][CH:14]=2)=[O:9])[CH2:6][CH2:5]1)(=[O:3])[CH3:2]. (7) The product is: [ClH:1].[NH2:14][CH2:9][C:8]([C:5]1[CH:6]=[CH:7][C:2]([Cl:1])=[CH:3][CH:4]=1)=[O:10].[Br:17][CH2:9][C:8]([C:5]1[CH:6]=[CH:7][C:2]([Cl:1])=[CH:3][CH:4]=1)=[O:10]. Given the reactants [Cl:1][C:2]1[CH:7]=[CH:6][C:5]([C:8](=[O:10])[CH3:9])=[CH:4][CH:3]=1.C1C=C[NH+:14]=CC=1.[Br:17][Br-]Br, predict the reaction product. (8) Given the reactants [Cl:1][C:2]1[CH:3]=[N:4][CH:5]=[C:6]([N+:21]([O-])=O)[C:7]=1[N:8]1[CH2:13][CH2:12][N:11]([C:14]([O:16][C:17]([CH3:20])([CH3:19])[CH3:18])=[O:15])[CH2:10][CH2:9]1, predict the reaction product. The product is: [NH2:21][C:6]1[CH:5]=[N:4][CH:3]=[C:2]([Cl:1])[C:7]=1[N:8]1[CH2:9][CH2:10][N:11]([C:14]([O:16][C:17]([CH3:19])([CH3:18])[CH3:20])=[O:15])[CH2:12][CH2:13]1. (9) Given the reactants [O:1]1[CH2:6][CH2:5][N:4]([C:7]2[N:8]([CH2:24][CH3:25])[C:9]3[C:14]([C:15](=[O:20])[C:16]=2[C:17]([NH2:19])=[O:18])=[CH:13][C:12]([N+:21]([O-])=O)=[CH:11][N:10]=3)[CH2:3][CH2:2]1, predict the reaction product. The product is: [O:1]1[CH2:6][CH2:5][N:4]([C:7]2[N:8]([CH2:24][CH3:25])[C:9]3[C:14]([C:15](=[O:20])[C:16]=2[C:17]([NH2:19])=[O:18])=[CH:13][C:12]([NH2:21])=[CH:11][N:10]=3)[CH2:3][CH2:2]1.